From a dataset of Catalyst prediction with 721,799 reactions and 888 catalyst types from USPTO. Predict which catalyst facilitates the given reaction. (1) Reactant: [C:1]([O:5][C:6](=[O:21])[NH:7][CH:8]1[C:14](=[O:15])[N:13]([CH3:16])[C:12]2[CH:17]=[CH:18][CH:19]=[CH:20][C:11]=2[NH:10][CH2:9]1)([CH3:4])([CH3:3])[CH3:2].[C:22]1([S:28](Cl)(=[O:30])=[O:29])[CH:27]=[CH:26][CH:25]=[CH:24][CH:23]=1.N1C=CC=CC=1. Product: [C:1]([O:5][C:6](=[O:21])[NH:7][CH:8]1[C:14](=[O:15])[N:13]([CH3:16])[C:12]2[CH:17]=[CH:18][CH:19]=[CH:20][C:11]=2[N:10]([S:28]([C:22]2[CH:27]=[CH:26][CH:25]=[CH:24][CH:23]=2)(=[O:30])=[O:29])[CH2:9]1)([CH3:4])([CH3:2])[CH3:3]. The catalyst class is: 4. (2) Reactant: [F:1][C:2]1[CH:7]=[CH:6][C:5]([C:8]2[C:13](OS(C(F)(F)F)(=O)=O)=[CH:12][C:11]([C:22]([O:24]CC)=O)=[CH:10][C:9]=2[O:27][CH2:28][CH2:29][CH3:30])=[CH:4][CH:3]=1.[CH:31]1(B(O)O)[CH2:33][CH2:32]1.C1(P(C2CCCCC2)C2C=CC=CC=2C2C(OC)=CC=CC=2OC)CCCCC1.C(=O)([O-])[O-].[Na+].[Na+]. Product: [CH:31]1([C:13]2[CH:12]=[C:11]([CH2:22][OH:24])[CH:10]=[C:9]([O:27][CH2:28][CH2:29][CH3:30])[C:8]=2[C:5]2[CH:4]=[CH:3][C:2]([F:1])=[CH:7][CH:6]=2)[CH2:33][CH2:32]1. The catalyst class is: 187. (3) The catalyst class is: 137. Reactant: C([O:5][C:6](=[O:39])[CH2:7][C@H:8]([NH:11][S:12]([C:15]1[CH:20]=[CH:19][C:18]([N:21]2[CH2:25][CH2:24][CH2:23][CH2:22]2)=[CH:17][C:16]=1[O:26][CH2:27][CH2:28][C:29]1[C:38]2[C:33](=[CH:34][CH:35]=[CH:36][CH:37]=2)[CH:32]=[CH:31][CH:30]=1)(=[O:14])=[O:13])[CH:9]=[O:10])(C)(C)C. Product: [C:29]1([CH2:28][CH2:27][O:26][C:16]2[CH:17]=[C:18]([N:21]3[CH2:22][CH2:23][CH2:24][CH2:25]3)[CH:19]=[CH:20][C:15]=2[S:12]([NH:11][C@H:8]([CH:9]=[O:10])[CH2:7][C:6]([OH:39])=[O:5])(=[O:13])=[O:14])[C:38]2[C:33](=[CH:34][CH:35]=[CH:36][CH:37]=2)[CH:32]=[CH:31][CH:30]=1. (4) Reactant: [C:1]([O:5][C:6]([NH:8][C@H:9]([CH2:14][C:15]1[CH:20]=[C:19]([F:21])[CH:18]=[CH:17][C:16]=1[F:22])[CH2:10][C:11]([OH:13])=O)=[O:7])([CH3:4])([CH3:3])[CH3:2].CN(C(ON1N=NC2C=CC=CC1=2)=[N+](C)C)C.F[P-](F)(F)(F)(F)F.Cl.[NH2:48][CH:49]1[CH2:58][C:57]2[C:52](=[CH:53][CH:54]=[CH:55][C:56]=2[O:59][CH3:60])[NH:51][C:50]1=[O:61].CCN(C(C)C)C(C)C. Product: [F:22][C:16]1[CH:17]=[CH:18][C:19]([F:21])=[CH:20][C:15]=1[CH2:14][C@@H:9]([NH:8][C:6](=[O:7])[O:5][C:1]([CH3:2])([CH3:3])[CH3:4])[CH2:10][C:11]([NH:48][CH:49]1[CH2:58][C:57]2[C:52](=[CH:53][CH:54]=[CH:55][C:56]=2[O:59][CH3:60])[NH:51][C:50]1=[O:61])=[O:13]. The catalyst class is: 44. (5) Reactant: [OH:1][C:2]12[CH2:9][CH2:8][C:5]([C:10]([O:12][CH3:13])=[O:11])([CH2:6][CH2:7]1)[CH2:4][CH2:3]2.[CH2:14]([Li])CCC.IC. Product: [CH3:14][O:1][C:2]12[CH2:3][CH2:4][C:5]([C:10]([O:12][CH3:13])=[O:11])([CH2:8][CH2:9]1)[CH2:6][CH2:7]2. The catalyst class is: 1.